This data is from NCI-60 drug combinations with 297,098 pairs across 59 cell lines. The task is: Regression. Given two drug SMILES strings and cell line genomic features, predict the synergy score measuring deviation from expected non-interaction effect. (1) Drug 1: CC1C(C(CC(O1)OC2CC(CC3=C2C(=C4C(=C3O)C(=O)C5=C(C4=O)C(=CC=C5)OC)O)(C(=O)C)O)N)O.Cl. Drug 2: CC(C)CN1C=NC2=C1C3=CC=CC=C3N=C2N. Cell line: HS 578T. Synergy scores: CSS=14.3, Synergy_ZIP=-1.98, Synergy_Bliss=6.34, Synergy_Loewe=-12.0, Synergy_HSA=0.611. (2) Drug 1: C1=CC(=CC=C1CC(C(=O)O)N)N(CCCl)CCCl.Cl. Drug 2: CCC1(CC2CC(C3=C(CCN(C2)C1)C4=CC=CC=C4N3)(C5=C(C=C6C(=C5)C78CCN9C7C(C=CC9)(C(C(C8N6C)(C(=O)OC)O)OC(=O)C)CC)OC)C(=O)OC)O.OS(=O)(=O)O. Cell line: SK-MEL-5. Synergy scores: CSS=36.0, Synergy_ZIP=-6.03, Synergy_Bliss=-5.00, Synergy_Loewe=-37.9, Synergy_HSA=-7.47. (3) Synergy scores: CSS=11.2, Synergy_ZIP=0.135, Synergy_Bliss=-0.0401, Synergy_Loewe=-14.0, Synergy_HSA=-1.62. Drug 1: CCC1(CC2CC(C3=C(CCN(C2)C1)C4=CC=CC=C4N3)(C5=C(C=C6C(=C5)C78CCN9C7C(C=CC9)(C(C(C8N6C)(C(=O)OC)O)OC(=O)C)CC)OC)C(=O)OC)O.OS(=O)(=O)O. Drug 2: CCC1(C2=C(COC1=O)C(=O)N3CC4=CC5=C(C=CC(=C5CN(C)C)O)N=C4C3=C2)O.Cl. Cell line: 786-0.